Regression. Given a peptide amino acid sequence and an MHC pseudo amino acid sequence, predict their binding affinity value. This is MHC class I binding data. From a dataset of Peptide-MHC class I binding affinity with 185,985 pairs from IEDB/IMGT. The peptide sequence is EVAESVMFM. The MHC is HLA-A02:06 with pseudo-sequence HLA-A02:06. The binding affinity (normalized) is 0.533.